Dataset: Full USPTO retrosynthesis dataset with 1.9M reactions from patents (1976-2016). Task: Predict the reactants needed to synthesize the given product. (1) Given the product [Cl:11][CH2:9][CH2:8][C:5]1[CH:6]=[CH:7][C:2]([F:1])=[CH:3][CH:4]=1, predict the reactants needed to synthesize it. The reactants are: [F:1][C:2]1[CH:7]=[CH:6][C:5]([CH2:8][CH2:9]O)=[CH:4][CH:3]=1.[ClH:11]. (2) Given the product [NH2:1][C:2]1[N:6]([CH2:7][CH3:8])[CH:5]=[N:4][C:3]=1[C:9]([NH:19][C:18]1[CH:20]=[CH:21][C:15]([Cl:14])=[CH:16][CH:17]=1)=[O:11], predict the reactants needed to synthesize it. The reactants are: [NH2:1][C:2]1[N:6]([CH2:7][CH3:8])[CH:5]=[N:4][C:3]=1[C:9]([O:11]CC)=O.[Cl:14][C:15]1[CH:21]=[CH:20][C:18]([NH2:19])=[CH:17][CH:16]=1. (3) Given the product [NH2:1][C:2]1[N:3]=[C:4]2[CH:9]=[CH:8][C:7]([C:10]3[N:14]([CH:15]4[CH2:16][CH2:17][N:18]([C:21]([O:23][C:24]([CH3:27])([CH3:26])[CH3:25])=[O:22])[CH2:19][CH2:20]4)[C:13]([CH:36]4[CH2:38][CH2:37]4)=[N:12][C:11]=3[C:28]3[CH:29]=[CH:30][C:31]([F:34])=[CH:32][CH:33]=3)=[N:6][N:5]2[CH:35]=1, predict the reactants needed to synthesize it. The reactants are: [NH2:1][C:2]1[N:3]=[C:4]2[CH:9]=[CH:8][C:7]([C:10]3[N:14]([CH:15]4[CH2:20][CH2:19][N:18]([C:21]([O:23][C:24]([CH3:27])([CH3:26])[CH3:25])=[O:22])[CH2:17][CH2:16]4)[CH:13]=[N:12][C:11]=3[C:28]3[CH:33]=[CH:32][C:31]([F:34])=[CH:30][CH:29]=3)=[N:6][N:5]2[CH:35]=1.[CH:36]1(C2N(C3CCNCC3)C(C3C=CC4N(C=C(N)N=4)N=3)=C(C3C=CC(F)=CC=3)N=2)[CH2:38][CH2:37]1.CC(OC(OC(OC(C)(C)C)=O)=O)(C)C. (4) Given the product [Cl:20][C:6]1[CH:5]=[N:4][CH:3]=[C:2]([Cl:1])[C:7]=1[S:8][C:9]1[S:13][C:12]([C:14]([NH:21][C:22]2[CH:31]=[CH:30][CH:29]=[C:28]3[C:23]=2[CH:24]=[CH:25][N:26]=[CH:27]3)=[O:16])=[CH:11][C:10]=1[N+:17]([O-:19])=[O:18], predict the reactants needed to synthesize it. The reactants are: [Cl:1][C:2]1[CH:3]=[N:4][CH:5]=[C:6]([Cl:20])[C:7]=1[S:8][C:9]1[S:13][C:12]([C:14]([OH:16])=O)=[CH:11][C:10]=1[N+:17]([O-:19])=[O:18].[NH2:21][C:22]1[CH:31]=[CH:30][CH:29]=[C:28]2[C:23]=1[CH:24]=[CH:25][N:26]=[CH:27]2. (5) Given the product [Cl:29][C:19]1[C:18]([O:30][CH3:31])=[C:17]([C:14]2[S:13][C:12]([CH2:11][CH2:10][CH2:9][OH:8])=[N:16][N:15]=2)[CH:22]=[C:21]([O:23][CH2:24][CH:25]=[C:26]([Cl:28])[Cl:27])[CH:20]=1, predict the reactants needed to synthesize it. The reactants are: C([O:8][CH2:9][CH2:10][CH2:11][C:12]1[S:13][C:14]([C:17]2[CH:22]=[C:21]([O:23][CH2:24][CH:25]=[C:26]([Cl:28])[Cl:27])[CH:20]=[C:19]([Cl:29])[C:18]=2[O:30][CH3:31])=[N:15][N:16]=1)C1C=CC=CC=1.B(F)(F)F.CCOCC.C(S)C.O.